The task is: Predict the reactants needed to synthesize the given product.. This data is from Full USPTO retrosynthesis dataset with 1.9M reactions from patents (1976-2016). (1) Given the product [C:49]([NH:1][C:2]1[CH:33]=[CH:32][C:5]([C:6]([NH:8][C@H:9]2[CH2:14][CH2:13][CH2:12][C@@H:11]([NH:15][C:16]3[N:21]=[C:20]([C:22]4[C:30]5[C:25](=[CH:26][CH:27]=[CH:28][CH:29]=5)[NH:24][CH:23]=4)[C:19]([Cl:31])=[CH:18][N:17]=3)[CH2:10]2)=[O:7])=[C:4]([N:34]2[CH2:39][CH2:38][O:37][CH2:36][CH2:35]2)[CH:3]=1)(=[O:52])[CH:50]=[CH2:51], predict the reactants needed to synthesize it. The reactants are: [NH2:1][C:2]1[CH:33]=[CH:32][C:5]([C:6]([NH:8][C@H:9]2[CH2:14][CH2:13][CH2:12][C@@H:11]([NH:15][C:16]3[N:21]=[C:20]([C:22]4[C:30]5[C:25](=[CH:26][CH:27]=[CH:28][CH:29]=5)[NH:24][CH:23]=4)[C:19]([Cl:31])=[CH:18][N:17]=3)[CH2:10]2)=[O:7])=[C:4]([N:34]2[CH2:39][CH2:38][O:37][CH2:36][CH2:35]2)[CH:3]=1.CCN(C(C)C)C(C)C.[C:49](Cl)(=[O:52])[CH:50]=[CH2:51]. (2) Given the product [Cl:12][C:10]1[N:11]=[CH:7][N:8]([CH2:14][O:15][CH2:16][CH2:17][Si:18]([CH3:21])([CH3:20])[CH3:19])[C:9]=1[C:30]([OH:31])=[O:39], predict the reactants needed to synthesize it. The reactants are: [Li]CCCC.Br[C:7]1[N:8]([CH2:14][O:15][CH2:16][CH2:17][Si:18]([CH3:21])([CH3:20])[CH3:19])[C:9](Cl)=[C:10]([Cl:12])[N:11]=1.C[Si](Cl)(C)C.CN([CH:30]=[O:31])C.[NH4+].[Cl-].CC(CC)=C.[O-:39]Cl=O.[Na+].